This data is from Reaction yield outcomes from USPTO patents with 853,638 reactions. The task is: Predict the reaction yield, written as a fraction of the theoretical maximum amount of product (1.0 means a 100% yield; for example, 0.34 means a 34% yield). (1) The reactants are [CH2:1]([N:8]1[C:16]2[C:15](=[O:17])[N:14]([CH2:18][CH2:19][CH2:20][O:21][Si:22]([C:25]([CH3:28])([CH3:27])[CH3:26])([CH3:24])[CH3:23])[C:13](=[O:29])[N:12]([CH3:30])[C:11]=2[N:10]=[C:9]1Br)[C:2]1[CH:7]=[CH:6][CH:5]=[CH:4][CH:3]=1.C(=O)([O-])[O-].[K+].[K+].[Cl:38][C:39]1[CH:40]=[C:41](B(O)O)[CH:42]=[CH:43][C:44]=1[Cl:45].C1(C)C=CC=CC=1. The product is [CH2:1]([N:8]1[C:16]2[C:15](=[O:17])[N:14]([CH2:18][CH2:19][CH2:20][O:21][Si:22]([C:25]([CH3:28])([CH3:27])[CH3:26])([CH3:24])[CH3:23])[C:13](=[O:29])[N:12]([CH3:30])[C:11]=2[N:10]=[C:9]1[C:42]1[CH:41]=[CH:40][C:39]([Cl:38])=[C:44]([Cl:45])[CH:43]=1)[C:2]1[CH:7]=[CH:6][CH:5]=[CH:4][CH:3]=1. The catalyst is C(O)C.[Pd].C1(P(C2C=CC=CC=2)C2C=CC=CC=2)C=CC=CC=1.C1(P(C2C=CC=CC=2)C2C=CC=CC=2)C=CC=CC=1.C1(P(C2C=CC=CC=2)C2C=CC=CC=2)C=CC=CC=1.C1(P(C2C=CC=CC=2)C2C=CC=CC=2)C=CC=CC=1.O. The yield is 0.860. (2) The reactants are C([Li])(C)(C)C.[CH3:6][CH2:7][CH2:8][CH2:9]C.[CH3:11][CH2:12][O:13][CH2:14][CH3:15]. No catalyst specified. The product is [CH2:6]([C:11]1[CH:15]=[CH:14][O:13][CH:12]=1)[CH2:7][CH2:8][CH3:9]. The yield is 1.00. (3) The reactants are C([O:4][CH2:5][C@@H:6]1[C@@H:11]([O:12]C(=O)C)[C@H:10]([O:16]C(=O)C)[C@H:9]([O:20]C(=O)C)[C@@H:8]([CH2:24][C:25](=[O:60])[NH:26][C:27]2[CH:32]=[CH:31][C:30]([NH:33][C:34](=[O:59])[CH2:35][C@@H:36]3[C@@H:41]([O:42]C(=O)C)[C@@H:40]([O:46]C(=O)C)[C@H:39]([O:50]C(=O)C)[C@@H:38]([CH2:54][O:55]C(=O)C)[O:37]3)=[CH:29][CH:28]=2)[O:7]1)(=O)C.CO[Na].CC(O)=O. The catalyst is CO. The product is [OH:20][C@H:9]1[C@@H:10]([OH:16])[C@H:11]([OH:12])[C@@H:6]([CH2:5][OH:4])[O:7][C@@H:8]1[CH2:24][C:25]([NH:26][C:27]1[CH:32]=[CH:31][C:30]([NH:33][C:34](=[O:59])[CH2:35][C@@H:36]2[C@@H:41]([OH:42])[C@@H:40]([OH:46])[C@H:39]([OH:50])[C@@H:38]([CH2:54][OH:55])[O:37]2)=[CH:29][CH:28]=1)=[O:60]. The yield is 0.430. (4) The reactants are [CH2:1]([O:8][C:9]1[CH:18]=[C:17]2[C:12]([C:13]([OH:19])=[CH:14][CH:15]=[N:16]2)=[CH:11][C:10]=1[O:20][CH3:21])[C:2]1[CH:7]=[CH:6][CH:5]=[CH:4][CH:3]=1.N1C(C)=CC=CC=1C.C(=O)=O.[F:33][C:34]([F:40])([F:39])[S:35](Cl)(=[O:37])=[O:36]. The catalyst is CN(C)C1C=CN=CC=1.O.C(Cl)Cl. The product is [CH2:1]([O:8][C:9]1[CH:18]=[C:17]2[C:12]([C:13]([O:19][S:35]([C:34]([F:40])([F:39])[F:33])(=[O:37])=[O:36])=[CH:14][CH:15]=[N:16]2)=[CH:11][C:10]=1[O:20][CH3:21])[C:2]1[CH:3]=[CH:4][CH:5]=[CH:6][CH:7]=1. The yield is 0.838. (5) The product is [CH3:1][O:2][C:3]1[CH:15]=[CH:14][C:6]2[CH:7]([CH2:10][C:11]([OH:13])=[O:12])[CH2:8][O:9][C:5]=2[CH:4]=1. The reactants are [CH3:1][O:2][C:3]1[CH:15]=[CH:14][C:6]2[C:7]([CH2:10][C:11]([OH:13])=[O:12])=[CH:8][O:9][C:5]=2[CH:4]=1.C[O-].[Na+].[H][H]. The catalyst is CO. The yield is 0.884. (6) The reactants are [Br:1][C:2]1[CH:11]=[CH:10][CH:9]=[C:8]2[C:3]=1[CH:4]=[CH:5][C:6]([O:49][CH3:50])=[C:7]2[CH2:12][N:13]1[C:19](=[O:20])[C@@H:18]([NH:21][C:22](=[O:34])[C@@H:23]([N:25](C)[C:26](=O)OC(C)(C)C)[CH3:24])[C@H:17]([CH3:35])[N:16]([C:36](=[O:42])[CH2:37][S:38]([CH3:41])(=[O:40])=[O:39])[C:15]2[CH:43]=[CH:44][C:45]([C:47]#[N:48])=[CH:46][C:14]1=2.[C:51]([OH:57])([C:53]([F:56])([F:55])[F:54])=[O:52]. The catalyst is C(Cl)Cl. The product is [F:54][C:53]([F:56])([F:55])[C:51]([OH:57])=[O:52].[Br:1][C:2]1[CH:11]=[CH:10][CH:9]=[C:8]2[C:3]=1[CH:4]=[CH:5][C:6]([O:49][CH3:50])=[C:7]2[CH2:12][N:13]1[C:19](=[O:20])[C@@H:18]([NH:21][C:22](=[O:34])[C@@H:23]([NH:25][CH3:26])[CH3:24])[C@H:17]([CH3:35])[N:16]([C:36](=[O:42])[CH2:37][S:38]([CH3:41])(=[O:40])=[O:39])[C:15]2[CH:43]=[CH:44][C:45]([C:47]#[N:48])=[CH:46][C:14]1=2. The yield is 0.990.